From a dataset of Reaction yield outcomes from USPTO patents with 853,638 reactions. Predict the reaction yield, written as a fraction of the theoretical maximum amount of product (1.0 means a 100% yield; for example, 0.34 means a 34% yield). (1) The reactants are [OH:1][N:2]=[C:3](Cl)[C:4]1[C:8]([NH:9][CH2:10][CH2:11][O:12][CH3:13])=[N:7][O:6][N:5]=1.[F:15][C:16]([F:25])([F:24])[C:17]1[CH:18]=[C:19]([CH:21]=[CH:22][CH:23]=1)[NH2:20].C(=O)(O)[O-].[Na+].C(OCC)(=O)C. The catalyst is O.[Cl-].[Na+].O. The product is [OH:1][N:2]=[C:3]([C:4]1[C:8]([NH:9][CH2:10][CH2:11][O:12][CH3:13])=[N:7][O:6][N:5]=1)[NH:20][C:19]1[CH:21]=[CH:22][CH:23]=[C:17]([C:16]([F:15])([F:24])[F:25])[CH:18]=1. The yield is 0.800. (2) The reactants are CC(OC([NH:8][C:9]1[C:10]([C:16]([O:18][CH3:19])=[O:17])=[N:11][C:12]([CH3:15])=[CH:13][CH:14]=1)=O)(C)C.C(O)(C(F)(F)F)=O. The catalyst is C(Cl)Cl. The product is [NH2:8][C:9]1[C:10]([C:16]([O:18][CH3:19])=[O:17])=[N:11][C:12]([CH3:15])=[CH:13][CH:14]=1. The yield is 0.950. (3) The reactants are [C:1]([O:5][C:6]([N:8]1[CH2:13][CH2:12][N:11]([C:14]2[CH:23]=[CH:22][CH:21]=[C:20]3[C:15]=2[CH2:16][CH2:17][CH2:18][NH:19]3)[CH2:10][CH2:9]1)=[O:7])([CH3:4])([CH3:3])[CH3:2].[H-].[Na+].I[CH3:27].O. The catalyst is C1COCC1.CN(C=O)C.C(OCC)(=O)C. The product is [C:1]([O:5][C:6]([N:8]1[CH2:13][CH2:12][N:11]([C:14]2[CH:23]=[CH:22][CH:21]=[C:20]3[C:15]=2[CH2:16][CH2:17][CH2:18][N:19]3[CH3:27])[CH2:10][CH2:9]1)=[O:7])([CH3:4])([CH3:2])[CH3:3]. The yield is 0.660. (4) The reactants are C([N:8]1[CH:13]([CH3:14])[CH2:12][O:11][C@@H:10](/[CH:15]=[CH:16]/[C:17]2[CH:22]=[CH:21][C:20]([F:23])=[CH:19][CH:18]=2)[CH2:9]1)C1C=CC=CC=1. The catalyst is C(O)C.[Pd]. The product is [F:23][C:20]1[CH:21]=[CH:22][C:17]([CH2:16][CH2:15][C@@H:10]2[O:11][CH2:12][CH:13]([CH3:14])[NH:8][CH2:9]2)=[CH:18][CH:19]=1. The yield is 0.560. (5) The reactants are [H-].[Na+].[CH2:3]([O:5][CH2:6][C@H:7]([OH:12])[C:8]([O:10][CH3:11])=[O:9])[CH3:4].Cl[C:14]1[N:19]=[CH:18][N:17]=[C:16]2[N:20]([C:23]3[C:28]([C:29]([F:32])([F:31])[F:30])=[CH:27][C:26]([Cl:33])=[CH:25][N:24]=3)[N:21]=[CH:22][C:15]=12. The catalyst is O1CCCC1. The product is [Cl:33][C:26]1[CH:27]=[C:28]([C:29]([F:32])([F:30])[F:31])[C:23]([N:20]2[C:16]3[N:17]=[CH:18][N:19]=[C:14]([O:12][C@@H:7]([CH2:6][O:5][CH2:3][CH3:4])[C:8]([O:10][CH3:11])=[O:9])[C:15]=3[CH:22]=[N:21]2)=[N:24][CH:25]=1. The yield is 0.730.